Dataset: Reaction yield outcomes from USPTO patents with 853,638 reactions. Task: Predict the reaction yield, written as a fraction of the theoretical maximum amount of product (1.0 means a 100% yield; for example, 0.34 means a 34% yield). The reactants are [F:1][C:2]1[CH:10]=[CH:9][CH:8]=[C:7]([F:11])[C:3]=1[C:4](Cl)=[O:5].[CH3:12][C:13]1[O:14][C:15]2[CH:28]=[CH:27][CH:26]=[CH:25][C:16]=2[C:17]=1[C:18]1[N:19]=[CH:20][C:21]([NH2:24])=[N:22][CH:23]=1.CCN(C(C)C)C(C)C. The catalyst is ClCCl.O1CCCC1.CO.[OH-].[Na+]. The product is [F:1][C:2]1[CH:10]=[CH:9][CH:8]=[C:7]([F:11])[C:3]=1[C:4]([NH:24][C:21]1[CH:20]=[N:19][C:18]([C:17]2[C:16]3[CH:25]=[CH:26][CH:27]=[CH:28][C:15]=3[O:14][C:13]=2[CH3:12])=[CH:23][N:22]=1)=[O:5]. The yield is 0.540.